Dataset: Reaction yield outcomes from USPTO patents with 853,638 reactions. Task: Predict the reaction yield, written as a fraction of the theoretical maximum amount of product (1.0 means a 100% yield; for example, 0.34 means a 34% yield). (1) The yield is 0.430. The product is [CH2:31]([C:26]1[CH:27]=[C:28]([CH2:29][CH3:30])[N:23]2[N:22]=[C:21]([O:11][CH2:10][CH2:9][N:8]([C:5]3[CH:4]=[CH:3][C:2]([F:1])=[CH:7][CH:6]=3)[CH2:12][CH2:13][OH:14])[N:33]=[C:24]2[N:25]=1)[CH3:32]. The catalyst is O1CCCC1. The reactants are [F:1][C:2]1[CH:7]=[CH:6][C:5]([N:8]([CH2:12][CH2:13][OH:14])[CH2:9][CH2:10][OH:11])=[CH:4][CH:3]=1.[H-].[Na+].CS([C:21]1[N:33]=[C:24]2[N:25]=[C:26]([CH2:31][CH3:32])[CH:27]=[C:28]([CH2:29][CH3:30])[N:23]2[N:22]=1)(=O)=O. (2) The catalyst is O1CCOCC1.C(Cl)Cl.C1C=CC(/C=C/C(/C=C/C2C=CC=CC=2)=O)=CC=1.C1C=CC(/C=C/C(/C=C/C2C=CC=CC=2)=O)=CC=1.C1C=CC(/C=C/C(/C=C/C2C=CC=CC=2)=O)=CC=1.[Pd].[Pd]. The product is [CH:19]([N:18]1[C:14]([C:12]2[N:13]=[C:6]3[C:5]4[CH:22]=[CH:23][C:2]([NH:25][C:24](=[O:31])[O:26][C:27]([CH3:30])([CH3:29])[CH3:28])=[CH:3][C:4]=4[O:10][CH2:9][CH2:8][N:7]3[CH:11]=2)=[N:15][CH:16]=[N:17]1)([CH3:21])[CH3:20]. The yield is 0.610. The reactants are Br[C:2]1[CH:23]=[CH:22][C:5]2[C:6]3[N:7]([CH:11]=[C:12]([C:14]4[N:18]([CH:19]([CH3:21])[CH3:20])[N:17]=[CH:16][N:15]=4)[N:13]=3)[CH2:8][CH2:9][O:10][C:4]=2[CH:3]=1.[C:24](=[O:31])([O:26][C:27]([CH3:30])([CH3:29])[CH3:28])[NH2:25].C(=O)([O-])[O-].[Cs+].[Cs+].C1(P(C2C=CC=CC=2)C2C3OC4C(=CC=CC=4P(C4C=CC=CC=4)C4C=CC=CC=4)C(C)(C)C=3C=CC=2)C=CC=CC=1.